From a dataset of Full USPTO retrosynthesis dataset with 1.9M reactions from patents (1976-2016). Predict the reactants needed to synthesize the given product. (1) The reactants are: Cl.Cl[C:3]1C=CC(NN)=CC=1.BrCCCC1C=CC(C(F)(F)F)=NC=1.ClC1C=CC(N(CCCC2C=NC(C(F)(F)F)=CC=2)N)=CC=1.C(OC(OCC)CCCNC)C.[Cl:59][C:60]1[CH:61]=[C:62]2[C:66](=[CH:67][CH:68]=1)[N:65]([CH2:69][CH2:70][CH2:71][C:72]1[CH:73]=[N:74][C:75]([C:78]([F:81])([F:80])[F:79])=[CH:76][CH:77]=1)[CH:64]=[C:63]2[CH2:82][CH2:83][NH:84][CH3:85].C=O.C(O)(C(F)(F)F)=O. Given the product [Cl:59][C:60]1[CH:61]=[C:62]2[C:66](=[CH:67][CH:68]=1)[N:65]([CH2:69][CH2:70][CH2:71][C:72]1[CH:73]=[N:74][C:75]([C:78]([F:81])([F:80])[F:79])=[CH:76][CH:77]=1)[C:64]1[CH2:85][N:84]([CH3:3])[CH2:83][CH2:82][C:63]2=1, predict the reactants needed to synthesize it. (2) Given the product [NH2:2][C:22]1[C:16]([C:17]([O:19][CH2:20][CH3:21])=[O:18])=[CH:14][NH:15][C:28]=1[C:27]([O:33][CH2:30][CH3:31])=[O:26], predict the reactants needed to synthesize it. The reactants are: Cl.[NH2:2]C(C(OCC)=O)C(OCC)=O.[C:14]([C:16](=[CH:22]OCC)[C:17]([O:19][CH2:20][CH3:21])=[O:18])#[N:15].[O-:26][CH2:27][CH3:28].[Na+].[C:30]([OH:33])(=O)[CH3:31]. (3) Given the product [F:12][C:13]1[CH:18]=[CH:17][C:16]([O:19][CH2:2][CH2:3][NH:4][C:5](=[O:11])[O:6][C:7]([CH3:10])([CH3:9])[CH3:8])=[CH:15][CH:14]=1, predict the reactants needed to synthesize it. The reactants are: Br[CH2:2][CH2:3][NH:4][C:5](=[O:11])[O:6][C:7]([CH3:10])([CH3:9])[CH3:8].[F:12][C:13]1[CH:18]=[CH:17][C:16]([OH:19])=[CH:15][CH:14]=1.C(=O)([O-])[O-].[K+].[K+]. (4) Given the product [CH3:1][O:2][C:3]1[C:8]2[NH:9][C:10]([C:12]3[S:13][CH:14]=[CH:15][CH:16]=3)=[N:11][C:7]=2[C:6]([C:17]([NH:20][CH2:21][CH2:22][NH:23][S:24]([C:27]2[CH:32]=[CH:31][CH:30]=[CH:29][CH:28]=2)(=[O:26])=[O:25])=[O:19])=[CH:5][CH:4]=1, predict the reactants needed to synthesize it. The reactants are: [CH3:1][O:2][C:3]1[C:8]2[NH:9][C:10]([C:12]3[S:13][CH:14]=[CH:15][CH:16]=3)=[N:11][C:7]=2[C:6]([C:17]([OH:19])=O)=[CH:5][CH:4]=1.[NH2:20][CH2:21][CH2:22][NH:23][S:24]([C:27]1[CH:32]=[CH:31][CH:30]=[CH:29][CH:28]=1)(=[O:26])=[O:25]. (5) Given the product [C:5]([O:13][C:67](=[O:68])[NH:38][C:35]([CH3:36])([CH2:31][C:32]([O:57]/[N:56]=[C:55](\[NH2:58])/[C:51]1[N:46]2[CH:47]=[C:48]([CH3:50])[CH:49]=[C:44]([O:43][CH2:42][C:41]3[C:59]([F:63])=[CH:60][CH:61]=[CH:62][C:40]=3[F:39])[C:45]2=[N:53][C:52]=1[CH3:54])=[O:34])[CH3:37])([CH3:6])([CH3:18])[CH3:4], predict the reactants needed to synthesize it. The reactants are: Cl.CN(C)[CH2:4][CH2:5][CH2:6]N=C=NCC.[OH2:13].ON1C2C=CC=C[C:18]=2N=N1.C([CH:31]([C:35]([NH2:38])([CH3:37])[CH3:36])[C:32]([OH:34])=O)(OC(C)(C)C)=O.[F:39][C:40]1[CH:62]=[CH:61][CH:60]=[C:59]([F:63])[C:41]=1[CH2:42][O:43][C:44]1[C:45]2[N:46]([C:51]([C:55](=[NH:58])[NH:56][OH:57])=[C:52]([CH3:54])[N:53]=2)[CH:47]=[C:48]([CH3:50])[CH:49]=1.CN([CH:67]=[O:68])C. (6) Given the product [CH2:27]([O:29][C:30](=[O:38])[C:31]1[CH:36]=[CH:35][C:34]([N:23]2[CH:24]=[C:20]([CH2:19][OH:18])[C:21]([C:25]#[N:26])=[CH:22]2)=[CH:33][CH:32]=1)[CH3:28], predict the reactants needed to synthesize it. The reactants are: [Si]([O:18][CH2:19][C:20]1[C:21]([C:25]#[N:26])=[CH:22][NH:23][CH:24]=1)(C(C)(C)C)(C1C=CC=CC=1)C1C=CC=CC=1.[CH2:27]([O:29][C:30](=[O:38])[C:31]1[CH:36]=[CH:35][C:34](F)=[CH:33][CH:32]=1)[CH3:28].C(=O)([O-])[O-].[Cs+].[Cs+].O.